From a dataset of Catalyst prediction with 721,799 reactions and 888 catalyst types from USPTO. Predict which catalyst facilitates the given reaction. Reactant: [CH:1]1([CH2:5][C@H:6]([NH:9][C:10](=[O:26])[O:11][CH2:12][CH:13]2[C:25]3[CH:24]=[CH:23][CH:22]=[CH:21][C:20]=3[C:19]3[C:14]2=[CH:15][CH:16]=[CH:17][CH:18]=3)[CH:7]=[O:8])[CH2:4][CH2:3][CH2:2]1.[CH:27]1([N+:30]#[C-:31])[CH2:29][CH2:28]1.[CH3:32][C:33](O)=[O:34].CC[O:38]C(C)=O. Product: [C:33]([O:8][CH:7]([C@@H:6]([NH:9][C:10]([O:11][CH2:12][CH:13]1[C:14]2[CH:15]=[CH:16][CH:17]=[CH:18][C:19]=2[C:20]2[C:25]1=[CH:24][CH:23]=[CH:22][CH:21]=2)=[O:26])[CH2:5][CH:1]1[CH2:4][CH2:3][CH2:2]1)[C:31]([NH:30][CH:27]1[CH2:29][CH2:28]1)=[O:38])(=[O:34])[CH3:32]. The catalyst class is: 2.